Dataset: Reaction yield outcomes from USPTO patents with 853,638 reactions. Task: Predict the reaction yield, written as a fraction of the theoretical maximum amount of product (1.0 means a 100% yield; for example, 0.34 means a 34% yield). (1) The reactants are [CH2:1]([O:3][C:4]([C:6]1[CH:11]=[CH:10][C:9]([CH2:12][C:13]2[CH2:14][CH2:15][N:16]([C:19]([O:21][C:22]([CH3:25])([CH3:24])[CH3:23])=[O:20])[CH2:17][CH:18]=2)=[C:8]([C:26]([F:29])([F:28])[F:27])[CH:7]=1)=[O:5])[CH3:2].C(Cl)Cl. The catalyst is CO.[Pd]. The product is [CH2:1]([O:3][C:4]([C:6]1[CH:11]=[CH:10][C:9]([CH2:12][CH:13]2[CH2:14][CH2:15][N:16]([C:19]([O:21][C:22]([CH3:24])([CH3:25])[CH3:23])=[O:20])[CH2:17][CH2:18]2)=[C:8]([C:26]([F:29])([F:27])[F:28])[CH:7]=1)=[O:5])[CH3:2]. The yield is 0.910. (2) The product is [CH2:1]([O:3][C:4](=[O:24])[C:5]1[CH:10]=[CH:9][C:8]([NH:11][C:12]2[N:16]=[CH:15][N:14]([C:17]3[CH:22]=[CH:21][N:20]=[C:19]([N:28]4[CH2:29][CH:30]([CH3:32])[N:31]([C:42](=[O:44])[CH3:43])[CH:26]([CH3:25])[CH2:27]4)[CH:18]=3)[N:13]=2)=[CH:7][CH:6]=1)[CH3:2]. The yield is 0.440. The reactants are [CH2:1]([O:3][C:4](=[O:24])[C:5]1[CH:10]=[CH:9][C:8]([NH:11][C:12]2[N:16]=[CH:15][N:14]([C:17]3[CH:22]=[CH:21][N:20]=[C:19](Cl)[CH:18]=3)[N:13]=2)=[CH:7][CH:6]=1)[CH3:2].[CH3:25][C@H:26]1[NH:31][C@@H:30]([CH3:32])[CH2:29][NH:28][CH2:27]1.CCN(C(C)C)C(C)C.[C:42](OC(=O)C)(=[O:44])[CH3:43]. The catalyst is CN1C(=O)CCC1.C(Cl)Cl.CN(C=O)C. (3) The reactants are [C:1]([OH:5])(=[O:4])[CH:2]=[O:3].C([O-])(=O)C.[Mg+2:10].C([O-])(=O)C. No catalyst specified. The product is [C:1]([O-:5])(=[O:4])[CH:2]=[O:3].[Mg+2:10].[C:1]([O-:5])(=[O:4])[CH:2]=[O:3]. The yield is 0.980. (4) The yield is 1.00. No catalyst specified. The reactants are C1N(CCO)CCN(CCS(O)(=O)=O)C1.P(O[C@H:25]([C@H:28]([C@H:30]([C@@H:32]([CH2:34][OH:35])[OH:33])[OH:31])[OH:29])[CH:26]=[O:27])(OP(O)(O)=O)(O)=O.[C@@H:36]1([N:45]2C=CC(=O)NC2=O)[O:44][C@H](CO)[C@@H](O)[C@H:37]1O. The product is [OH:27][CH:26]1[O:33][C@H:32]([CH2:34][OH:35])[C@@H:30]([OH:31])[C@H:28]([OH:29])[C@H:25]1[NH:45][C:36]([CH3:37])=[O:44]. (5) The reactants are Br[C:2]1[CH:23]=[CH:22][C:5]([C:6]([NH:8][S:9]([C:12]2[CH:17]=[CH:16][CH:15]=[CH:14][C:13]=2[S:18](=[O:21])(=[O:20])[NH2:19])(=[O:11])=[O:10])=[O:7])=[C:4]([OH:24])[CH:3]=1.[C:25]([CH:27]1[CH2:31][CH2:30][CH2:29][CH2:28]1)#[CH:26]. No catalyst specified. The product is [CH:27]1([C:25]#[C:26][C:2]2[CH:23]=[CH:22][C:5]([C:6]([NH:8][S:9]([C:12]3[CH:17]=[CH:16][CH:15]=[CH:14][C:13]=3[S:18](=[O:21])(=[O:20])[NH2:19])(=[O:11])=[O:10])=[O:7])=[C:4]([OH:24])[CH:3]=2)[CH2:31][CH2:30][CH2:29][CH2:28]1. The yield is 0.350. (6) The reactants are [ClH:1].Cl.[C:3]1([NH2:11])[C:4]([NH2:10])=[CH:5][C:6]([NH2:9])=[CH:7][CH:8]=1.[OH:12][C:13]1[CH:14]=[C:15]([C:19]([C:21]([C:23]2[CH:28]=[CH:27][CH:26]=[C:25]([OH:29])[CH:24]=2)=O)=O)[CH:16]=[CH:17][CH:18]=1. The catalyst is O1CCOCC1.O. The product is [ClH:1].[ClH:1].[OH:12][C:13]1[CH:14]=[C:15]([C:19]2[C:21]([C:23]3[CH:28]=[CH:27][CH:26]=[C:25]([OH:29])[CH:24]=3)=[N:10][C:4]3[C:3](=[CH:8][CH:7]=[C:6]([NH2:9])[CH:5]=3)[N:11]=2)[CH:16]=[CH:17][CH:18]=1. The yield is 0.926.